From a dataset of Catalyst prediction with 721,799 reactions and 888 catalyst types from USPTO. Predict which catalyst facilitates the given reaction. (1) Reactant: [OH:1][CH:2]([C:6]1[CH:13]=[CH:12][C:9]([CH:10]=[O:11])=[CH:8][CH:7]=1)[CH2:3][CH2:4][CH3:5].[BH4-].[Na+].O.Cl. Product: [OH:11][CH2:10][C:9]1[CH:12]=[CH:13][C:6]([CH:2]([OH:1])[CH2:3][CH2:4][CH3:5])=[CH:7][CH:8]=1. The catalyst class is: 111. (2) Product: [CH:27]1([C:30]2[NH:34][N:33]=[C:32]([NH:35][C:2]3[C:3]4[NH:17][N:16]=[CH:15][C:4]=4[N:5]=[C:6]([CH:8]4[CH2:9][CH2:10][N:11]([CH3:14])[CH2:12][CH2:13]4)[N:7]=3)[CH:31]=2)[CH2:29][CH2:28]1. The catalyst class is: 71. Reactant: Cl[C:2]1[C:3]2[C:4](=[CH:15][N:16](CC3C=CC(OC)=CC=3)[N:17]=2)[N:5]=[C:6]([CH:8]2[CH2:13][CH2:12][N:11]([CH3:14])[CH2:10][CH2:9]2)[N:7]=1.[CH:27]1([C:30]2[NH:34][N:33]=[C:32]([NH2:35])[CH:31]=2)[CH2:29][CH2:28]1.Cl. (3) Reactant: [Br:1][C:2]1[CH:11]=[C:6]([C:7]([O:9][CH3:10])=[O:8])[C:5]([OH:12])=[CH:4][CH:3]=1.[H-].[Na+].Br[C:16]1[CH:17]=[N+:18]([O-:25])[CH:19]=[CH:20][C:21]=1[N+:22]([O-:24])=[O:23].O. Product: [Br:1][C:2]1[CH:3]=[CH:4][C:5]([O:12][C:16]2[CH:17]=[N+:18]([O-:25])[CH:19]=[CH:20][C:21]=2[N+:22]([O-:24])=[O:23])=[C:6]([C:7]([O:9][CH3:10])=[O:8])[CH:11]=1. The catalyst class is: 1. (4) Reactant: Br[C:2]1[CH:3]=[C:4]2[C:9](=[CH:10][CH:11]=1)[N:8]=[C:7]([OH:12])[CH:6]=[C:5]2[C:13]([NH:15][C:16]1[CH:17]=[N:18][CH:19]=[CH:20][CH:21]=1)=[O:14].C(=O)([O-])[O-].[K+].[K+].O.[C:29]1(B(O)O)[CH:34]=[CH:33][CH:32]=[CH:31][CH:30]=1. Product: [OH:12][C:7]1[CH:6]=[C:5]([C:13]([NH:15][C:16]2[CH:17]=[N:18][CH:19]=[CH:20][CH:21]=2)=[O:14])[C:4]2[C:9](=[CH:10][CH:11]=[C:2]([C:29]3[CH:34]=[CH:33][CH:32]=[CH:31][CH:30]=3)[CH:3]=2)[N:8]=1. The catalyst class is: 39. (5) Reactant: Br[C:2]1[N:7]=[CH:6][CH:5]=[CH:4][N:3]=1.[CH3:8][O:9][C:10]1[CH:15]=[C:14]([N+:16]([O-:18])=[O:17])[CH:13]=[CH:12][C:11]=1[OH:19].C([O-])([O-])=O.[Cs+].[Cs+]. Product: [CH3:8][O:9][C:10]1[CH:15]=[C:14]([N+:16]([O-:18])=[O:17])[CH:13]=[CH:12][C:11]=1[O:19][C:2]1[N:7]=[CH:6][CH:5]=[CH:4][N:3]=1. The catalyst class is: 3. (6) Reactant: C[O:2][C:3](=O)[CH2:4][O:5][C:6]1[CH:28]=[CH:27][C:9]([CH:10]=[C:11]2[CH2:16][CH2:15][N:14](C(OCC3C=CC=CC=3)=O)[CH2:13][CH2:12]2)=[CH:8][C:7]=1[N+:29]([O-])=O. Product: [NH:14]1[CH2:15][CH2:16][CH:11]([CH2:10][C:9]2[CH:27]=[CH:28][C:6]3[O:5][CH2:4][C:3](=[O:2])[NH:29][C:7]=3[CH:8]=2)[CH2:12][CH2:13]1. The catalyst class is: 19.